Dataset: Catalyst prediction with 721,799 reactions and 888 catalyst types from USPTO. Task: Predict which catalyst facilitates the given reaction. (1) Reactant: Cl[C:2]1[N:7]=[C:6]([S:8][CH2:9][CH2:10][CH2:11][C:12]2[CH:17]=[CH:16][C:15]([Cl:18])=[CH:14][CH:13]=2)[N:5]=[C:4]([NH:19][CH2:20][CH2:21][C:22]2[CH:27]=[CH:26][C:25]([OH:28])=[CH:24][CH:23]=2)[N:3]=1.[C:29]([N:36]1[CH2:41][CH2:40][NH:39][CH2:38][CH2:37]1)([O:31][C:32]([CH3:35])([CH3:34])[CH3:33])=[O:30]. Product: [Cl:18][C:15]1[CH:16]=[CH:17][C:12]([CH2:11][CH2:10][CH2:9][S:8][C:6]2[N:5]=[C:4]([NH:19][CH2:20][CH2:21][C:22]3[CH:27]=[CH:26][C:25]([OH:28])=[CH:24][CH:23]=3)[N:3]=[C:2]([N:39]3[CH2:38][CH2:37][N:36]([C:29]([O:31][C:32]([CH3:35])([CH3:34])[CH3:33])=[O:30])[CH2:41][CH2:40]3)[N:7]=2)=[CH:13][CH:14]=1. The catalyst class is: 10. (2) The catalyst class is: 31. Reactant: [C:1]([O:5][C:6](=[O:10])[CH2:7][C:8]#[N:9])([CH3:4])([CH3:3])[CH3:2].[CH2:11]1CCN2C(=NCCC2)C[CH2:12]1.ICC.O. Product: [C:1]([O:5][C:6](=[O:10])[CH:7]([C:8]#[N:9])[CH2:11][CH3:12])([CH3:4])([CH3:3])[CH3:2]. (3) Reactant: [CH2:1]([O:3][C:4](=[O:37])[C:5]([O:8][C:9]1[CH:14]=[CH:13][C:12]([O:15][CH2:16][C:17]2[N:21](CC=C)[C:20](=[O:25])[N:19]([C:26]3[CH:31]=[CH:30][C:29]([C:32]([F:35])([F:34])[F:33])=[CH:28][CH:27]=3)[N:18]=2)=[CH:11][C:10]=1[CH3:36])([CH3:7])[CH3:6])[CH3:2].C(N(CC)CC)C.C(O)=O. Product: [CH2:1]([O:3][C:4](=[O:37])[C:5]([CH3:7])([O:8][C:9]1[CH:14]=[CH:13][C:12]([O:15][CH2:16][C:17]2[NH:21][C:20](=[O:25])[N:19]([C:26]3[CH:27]=[CH:28][C:29]([C:32]([F:34])([F:35])[F:33])=[CH:30][CH:31]=3)[N:18]=2)=[CH:11][C:10]=1[CH3:36])[CH3:6])[CH3:2]. The catalyst class is: 12. (4) Reactant: [Cl:1][C:2]1[N:7]=[C:6]([NH:8][NH:9][C:10](=[O:29])[C@H:11]([CH2:23][CH:24]2[CH2:28][CH2:27][CH2:26][CH2:25]2)[CH2:12][N:13]([O:16]C2CCCCO2)[CH:14]=[O:15])[C:5]([F:30])=[C:4]([NH:31][CH2:32][C:33]2[S:34][CH:35]=[CH:36][N:37]=2)[N:3]=1. Product: [Cl:1][C:2]1[N:7]=[C:6]([NH:8][NH:9][C:10](=[O:29])[C@H:11]([CH2:23][CH:24]2[CH2:25][CH2:26][CH2:27][CH2:28]2)[CH2:12][N:13]([OH:16])[CH:14]=[O:15])[C:5]([F:30])=[C:4]([NH:31][CH2:32][C:33]2[S:34][CH:35]=[CH:36][N:37]=2)[N:3]=1. The catalyst class is: 86. (5) Reactant: [C:1]([O:5][C:6]([NH:8][CH:9]([C@H:21]([CH3:29])[CH2:22][CH2:23][CH2:24][CH:25]([CH3:28])[CH:26]=[CH2:27])[C:10]([N:12]1[CH2:16][C@H:15]([OH:17])[CH2:14][C@H:13]1[C:18]([OH:20])=[O:19])=[O:11])=[O:7])([CH3:4])([CH3:3])[CH3:2].Cl[C:31]1[C:40]2[C:35](=[CH:36][CH:37]=[CH:38][CH:39]=2)[C:34]([O:41][CH3:42])=[CH:33][N:32]=1.CC([O-])(C)C.[K+]. Product: [C:1]([O:5][C:6]([NH:8][C@@H:9]([C@H:21]([CH3:29])[CH2:22][CH2:23][CH2:24][CH:25]([CH3:28])[CH:26]=[CH2:27])[C:10]([N:12]1[CH2:16][C@H:15]([O:17][C:31]2[C:40]3[C:35](=[CH:36][CH:37]=[CH:38][CH:39]=3)[C:34]([O:41][CH3:42])=[CH:33][N:32]=2)[CH2:14][C@H:13]1[C:18]([OH:20])=[O:19])=[O:11])=[O:7])([CH3:4])([CH3:3])[CH3:2]. The catalyst class is: 16.